This data is from Catalyst prediction with 721,799 reactions and 888 catalyst types from USPTO. The task is: Predict which catalyst facilitates the given reaction. (1) Reactant: Cl[C:2]1[N:7]=[C:6]([Cl:8])[N:5]=[CH:4][N:3]=1.CCN(C(C)C)C(C)C.[O:18]1[CH2:21][CH:20]([N:22]2[CH2:27][CH2:26][N:25]([C:28]3[CH:34]=[CH:33][C:31]([NH2:32])=[CH:30][CH:29]=3)[CH2:24][CH2:23]2)[CH2:19]1. Product: [Cl:8][C:6]1[N:5]=[CH:4][N:3]=[C:2]([NH:32][C:31]2[CH:30]=[CH:29][C:28]([N:25]3[CH2:26][CH2:27][N:22]([CH:20]4[CH2:21][O:18][CH2:19]4)[CH2:23][CH2:24]3)=[CH:34][CH:33]=2)[N:7]=1. The catalyst class is: 3. (2) Reactant: Br[C:2]1[CH:7]=[CH:6][C:5]([S:8][CH3:9])=[CH:4][C:3]=1[F:10].[Li]CCCC.[B:16](OC)([O:19]C)[O:17]C.Cl. Product: [F:10][C:3]1[CH:4]=[C:5]([S:8][CH3:9])[CH:6]=[CH:7][C:2]=1[B:16]([OH:19])[OH:17]. The catalyst class is: 116. (3) Reactant: [F:1][C:2]1[CH:3]=[C:4]([CH2:18][NH2:19])[CH:5]=[C:6]([C:8]2[CH:13]=[CH:12][C:11]([C:14]([F:17])([F:16])[F:15])=[CH:10][CH:9]=2)[CH:7]=1.[CH2:20]([N:22]([CH2:33][C:34](O)=[O:35])[S:23]([C:26]1[CH:31]=[CH:30][C:29]([F:32])=[CH:28][CH:27]=1)(=[O:25])=[O:24])[CH3:21].CN(C(ON1N=NC2C=CC=NC1=2)=[N+](C)C)C.F[P-](F)(F)(F)(F)F.C(N(CC)C(C)C)(C)C.OS([O-])(=O)=O.[K+]. Product: [CH2:20]([N:22]([S:23]([C:26]1[CH:27]=[CH:28][C:29]([F:32])=[CH:30][CH:31]=1)(=[O:25])=[O:24])[CH2:33][C:34]([NH:19][CH2:18][C:4]1[CH:5]=[C:6]([C:8]2[CH:9]=[CH:10][C:11]([C:14]([F:16])([F:17])[F:15])=[CH:12][CH:13]=2)[CH:7]=[C:2]([F:1])[CH:3]=1)=[O:35])[CH3:21]. The catalyst class is: 2. (4) Reactant: O.NN.[Cl:4][C:5]1[C:6](=[O:42])[N:7]([CH2:32][C:33]2[CH:38]=[CH:37][C:36]([O:39][CH3:40])=[C:35]([Cl:41])[CH:34]=2)[C:8]([CH3:31])=[CH:9][C:10]=1[O:11][CH2:12][C:13]1[CH:30]=[CH:29][CH:28]=[CH:27][C:14]=1[CH2:15][N:16]1C(=O)C2C(=CC=CC=2)C1=O. Product: [NH2:16][CH2:15][C:14]1[CH:27]=[CH:28][CH:29]=[CH:30][C:13]=1[CH2:12][O:11][C:10]1[CH:9]=[C:8]([CH3:31])[N:7]([CH2:32][C:33]2[CH:38]=[CH:37][C:36]([O:39][CH3:40])=[C:35]([Cl:41])[CH:34]=2)[C:6](=[O:42])[C:5]=1[Cl:4]. The catalyst class is: 5. (5) The catalyst class is: 83. Product: [Br:1][C:2]1[C:3]([NH:9][C:10]2[C:11]([CH3:23])=[C:12]([CH:17]=[C:18]([NH2:20])[CH:19]=2)[C:13]([O:15][CH3:16])=[O:14])=[N:4][CH:5]=[C:6]([CH3:8])[CH:7]=1. Reactant: [Br:1][C:2]1[C:3]([NH:9][C:10]2[C:11]([CH3:23])=[C:12]([CH:17]=[C:18]([N+:20]([O-])=O)[CH:19]=2)[C:13]([O:15][CH3:16])=[O:14])=[N:4][CH:5]=[C:6]([CH3:8])[CH:7]=1.[Sn](Cl)Cl.Cl.[OH-].[Na+]. (6) Reactant: [N:1]([CH2:4][C@@H:5]1[CH2:9][C@@H:8]([F:10])[CH2:7][N:6]1[C:11]([NH:13][C:14]1[C:22]2[C:17](=[CH:18][CH:19]=[CH:20][CH:21]=2)[N:16]([C:23]([NH2:25])=[O:24])[CH:15]=1)=[O:12])=[N+]=[N-]. Product: [NH2:1][CH2:4][C@@H:5]1[CH2:9][C@@H:8]([F:10])[CH2:7][N:6]1[C:11]([NH:13][C:14]1[C:22]2[C:17](=[CH:18][CH:19]=[CH:20][CH:21]=2)[N:16]([C:23]([NH2:25])=[O:24])[CH:15]=1)=[O:12]. The catalyst class is: 1. (7) Reactant: Cl.[Cl:2][C:3]1[CH:20]=[CH:19][C:6]([O:7][C:8]2[CH:13]=[CH:12][C:11]([CH2:14][CH2:15][C:16](=[NH:18])[NH2:17])=[CH:10][CH:9]=2)=[CH:5][C:4]=1[C:21]([F:24])([F:23])[F:22].[OH:25][CH:26]=[C:27]([CH2:32][C:33]1[CH:34]=[N:35][C:36]([O:39][CH3:40])=[N:37][CH:38]=1)[C:28](OC)=O.C([O-])(=O)C.[K+]. Product: [Cl:2][C:3]1[CH:20]=[CH:19][C:6]([O:7][C:8]2[CH:13]=[CH:12][C:11]([CH2:14][CH2:15][C:16]3[NH:17][CH:28]=[C:27]([CH2:32][C:33]4[CH:34]=[N:35][C:36]([O:39][CH3:40])=[N:37][CH:38]=4)[C:26](=[O:25])[N:18]=3)=[CH:10][CH:9]=2)=[CH:5][C:4]=1[C:21]([F:22])([F:23])[F:24]. The catalyst class is: 11.